Dataset: Forward reaction prediction with 1.9M reactions from USPTO patents (1976-2016). Task: Predict the product of the given reaction. (1) Given the reactants C([O-])([O-])=O.[Cs+].[Cs+].[CH3:7][O:8][C:9]1[N:14]=[C:13]([C:15]2[CH:20]=[CH:19][C:18]([CH:21]([OH:26])[C:22]([F:25])([F:24])[F:23])=[CH:17][CH:16]=2)[CH:12]=[CH:11][CH:10]=1.[NH2:27][C:28]1[N:33]=[C:32]([C:34]2[CH:39]=[CH:38][C:37]([CH2:40][C@H:41]([NH:45][C:46]([O:48][C:49]([CH3:52])([CH3:51])[CH3:50])=[O:47])[C:42]([OH:44])=[O:43])=[CH:36][CH:35]=2)[CH:31]=[C:30](Cl)[N:29]=1.O, predict the reaction product. The product is: [NH2:27][C:28]1[N:33]=[C:32]([C:34]2[CH:39]=[CH:38][C:37]([CH2:40][C@H:41]([NH:45][C:46]([O:48][C:49]([CH3:52])([CH3:51])[CH3:50])=[O:47])[C:42]([OH:44])=[O:43])=[CH:36][CH:35]=2)[CH:31]=[C:30]([O:26][CH:21]([C:18]2[CH:19]=[CH:20][C:15]([C:13]3[CH:12]=[CH:11][CH:10]=[C:9]([O:8][CH3:7])[N:14]=3)=[CH:16][CH:17]=2)[C:22]([F:23])([F:24])[F:25])[N:29]=1. (2) Given the reactants [CH3:1][C:2]1([CH3:11])[O:6][C@@H:5]([CH:7]([OH:10])[CH:8]=[CH2:9])[CH2:4][O:3]1.C(=O)([O-])O.[Na+].C(O[C:21]1[CH:26]=[CH:25][C:24]([F:27])=[CH:23][C:22]=1Br)(=O)C, predict the reaction product. The product is: [F:27][C:24]1[CH:23]=[C:22]2[C:21](=[CH:26][CH:25]=1)[O:10][CH:7]([C@H:5]1[CH2:4][O:3][C:2]([CH3:11])([CH3:1])[O:6]1)[CH:8]=[CH:9]2.